Predict the reactants needed to synthesize the given product. From a dataset of Full USPTO retrosynthesis dataset with 1.9M reactions from patents (1976-2016). (1) Given the product [OH:21][CH2:19][CH2:18][CH2:17][O:1][C:2]1[CH:9]=[CH:8][C:5]([C:6]#[N:7])=[CH:4][CH:3]=1, predict the reactants needed to synthesize it. The reactants are: [OH:1][C:2]1[CH:9]=[CH:8][C:5]([C:6]#[N:7])=[CH:4][CH:3]=1.C(=O)([O-])[O-].[K+].[K+].C[CH:17](C)[CH2:18][C:19](=[O:21])C.BrCCCO. (2) Given the product [CH2:1]([O:5][C:6]1[CH:13]=[CH:12][CH:11]=[CH:10][C:7]=1[CH:8]=[CH:14][C:15]([C:17]1[CH:22]=[CH:21][C:20]([O:23][CH3:24])=[C:19]([O:25][CH3:26])[C:18]=1[O:27][CH3:28])=[O:16])[CH2:2][CH2:3][CH3:4], predict the reactants needed to synthesize it. The reactants are: [CH2:1]([O:5][C:6]1[CH:13]=[CH:12][CH:11]=[CH:10][C:7]=1[CH:8]=O)[CH2:2][CH2:3][CH3:4].[CH3:14][C:15]([C:17]1[CH:22]=[CH:21][C:20]([O:23][CH3:24])=[C:19]([O:25][CH3:26])[C:18]=1[O:27][CH3:28])=[O:16]. (3) Given the product [NH4+:13].[N+:26]([C:25]1[CH:20]=[CH:21][C:22]([O:19][P:16]([CH2:15][N:13]([S:10]([C:2]2[S:1][C:5]3[CH:6]=[CH:7][CH:8]=[CH:9][C:4]=3[CH:3]=2)(=[O:11])=[O:12])[CH3:14])(=[O:18])[O-:17])=[CH:23][CH:24]=1)([O-:28])=[O:27], predict the reactants needed to synthesize it. The reactants are: [S:1]1[C:5]2[CH:6]=[CH:7][CH:8]=[CH:9][C:4]=2[CH:3]=[C:2]1[S:10]([N:13]([CH2:15][P:16](=[O:19])([OH:18])[OH:17])[CH3:14])(=[O:12])=[O:11].[CH:20]1[C:25]([N+:26]([O-:28])=[O:27])=[CH:24][CH:23]=[C:22](O)[CH:21]=1.ClC(Cl)(Cl)C#N. (4) Given the product [NH2:12][C:7]1[CH:6]=[CH:5][C:4]([NH2:1])=[CH:11][C:8]=1[C:9]#[N:10], predict the reactants needed to synthesize it. The reactants are: [N+:1]([C:4]1[CH:11]=[C:8]([C:9]#[N:10])[C:7]([NH2:12])=[CH:6][CH:5]=1)([O-])=O.